Dataset: CYP2C9 inhibition data for predicting drug metabolism from PubChem BioAssay. Task: Regression/Classification. Given a drug SMILES string, predict its absorption, distribution, metabolism, or excretion properties. Task type varies by dataset: regression for continuous measurements (e.g., permeability, clearance, half-life) or binary classification for categorical outcomes (e.g., BBB penetration, CYP inhibition). Dataset: cyp2c9_veith. (1) The result is 0 (non-inhibitor). The drug is C[C@@]12CCC(=O)C=C1CC[C@@H]1[C@@H]2CC[C@@]2(C)[C@H](C(=O)CO)CC[C@H]12. (2) The drug is O=c1c(-c2cccc(Cl)c2)nc2cncnc2n1Cc1ccccc1. The result is 1 (inhibitor). (3) The molecule is CCCCNCCOCCSc1ccc(Cl)cc1.O=C(O)C(=O)O. The result is 0 (non-inhibitor).